This data is from Catalyst prediction with 721,799 reactions and 888 catalyst types from USPTO. The task is: Predict which catalyst facilitates the given reaction. (1) Reactant: [OH:1][C:2]1[CH:9]=[CH:8][C:5]([CH:6]=[O:7])=[CH:4][C:3]=1[N+:10]([O-:12])=[O:11].C(=O)([O-])[O-].[K+].[K+].Br[CH2:20][CH2:21][CH2:22][C:23]1[CH:28]=[CH:27][CH:26]=[CH:25][CH:24]=1.CN(C)C=O. Product: [C:23]1([CH2:22][CH2:21][CH2:20][O:1][C:2]2[CH:9]=[CH:8][C:5]([CH:6]=[O:7])=[CH:4][C:3]=2[N+:10]([O-:12])=[O:11])[CH:28]=[CH:27][CH:26]=[CH:25][CH:24]=1. The catalyst class is: 6. (2) Reactant: C([BH-](C(CC)C)C(CC)C)(CC)C.[Li+].O1CCCC1.[N:20]([C@H:23]1[CH2:37][O:36][C@H:26]([CH2:27][O:28][Si:29]([C:32]([CH3:35])([CH3:34])[CH3:33])([CH3:31])[CH3:30])[C:25](=[O:38])[CH2:24]1)=[N+:21]=[N-:22].Cl. Product: [N:20]([C@@H:23]1[CH2:24][C@@H:25]([OH:38])[C@@H:26]([CH2:27][O:28][Si:29]([C:32]([CH3:35])([CH3:34])[CH3:33])([CH3:30])[CH3:31])[O:36][CH2:37]1)=[N+:21]=[N-:22]. The catalyst class is: 7. (3) Reactant: C(OC(=O)[NH:7][C:8]1([C:12]2[CH:17]=[CH:16][C:15]([C:18]3[C:23]([C:24]4[CH:29]=[CH:28][CH:27]=[CH:26][CH:25]=4)=[CH:22][N:21]4[CH:30]=[C:31]([C:33]5[CH:38]=[CH:37][CH:36]=[CH:35][CH:34]=5)[N:32]=[C:20]4[N:19]=3)=[CH:14][CH:13]=2)[CH2:11][CH2:10][CH2:9]1)(C)(C)C.Cl.CO. Product: [C:33]1([C:31]2[N:32]=[C:20]3[N:19]=[C:18]([C:15]4[CH:16]=[CH:17][C:12]([C:8]5([NH2:7])[CH2:11][CH2:10][CH2:9]5)=[CH:13][CH:14]=4)[C:23]([C:24]4[CH:25]=[CH:26][CH:27]=[CH:28][CH:29]=4)=[CH:22][N:21]3[CH:30]=2)[CH:34]=[CH:35][CH:36]=[CH:37][CH:38]=1. The catalyst class is: 5. (4) Reactant: Br.[CH3:2][N:3]1[CH2:8][CH2:7][C:6](=O)[CH2:5][CH2:4]1.BrBr.[CH3:12][O:13][C:14]1[CH:19]=[C:18]([O:20][CH3:21])[CH:17]=[C:16]([O:22][CH3:23])[CH:15]=1.[OH-:24].[Na+]. Product: [OH:24][CH:5]1[C:6]([C:15]2[C:16]([O:22][CH3:23])=[CH:17][C:18]([O:20][CH3:21])=[CH:19][C:14]=2[O:13][CH3:12])=[CH:7][CH2:8][N:3]([CH3:2])[CH2:4]1. The catalyst class is: 86. (5) Reactant: [CH3:1][O:2][C:3](=[O:21])[C:4]([CH3:20])([CH3:19])[CH2:5][N:6]1[CH2:11][CH2:10][N:9](C(OC(C)(C)C)=O)[CH2:8][CH2:7]1.O1CCOCC1.[ClH:28]. Product: [ClH:28].[ClH:28].[CH3:19][C:4]([CH3:20])([CH2:5][N:6]1[CH2:11][CH2:10][NH:9][CH2:8][CH2:7]1)[C:3]([O:2][CH3:1])=[O:21]. The catalyst class is: 32. (6) Reactant: CCN=C=NCCCN(C)C.[CH3:12][N:13]1[C:21]2[C:16](=[CH:17][CH:18]=[CH:19][CH:20]=2)[CH:15]=[C:14]1[C:22]([OH:24])=O.Cl.[CH3:26][O:27][C:28](=[O:31])[CH2:29][NH2:30].CCOCC. Product: [CH3:12][N:13]1[C:21]2[C:16](=[CH:17][CH:18]=[CH:19][CH:20]=2)[CH:15]=[C:14]1[C:22]([NH:30][CH2:29][C:28]([O:27][CH3:26])=[O:31])=[O:24]. The catalyst class is: 79. (7) Reactant: O.[CH2:2]([C:4]1[C:8]([O:9][C:10]2[CH:11]=[C:12]([C:18]#[N:19])[CH:13]=[C:14]([CH:17]=2)[C:15]#[N:16])=[C:7]([CH2:20][CH2:21][O:22][C:23]2[CH:28]=[CH:27][C:26]([S:29][CH3:30])=[CH:25][CH:24]=2)[NH:6][N:5]=1)[CH3:3].[OH:31]OS([O-])=O.[K+]. Product: [CH2:2]([C:4]1[C:8]([O:9][C:10]2[CH:11]=[C:12]([C:18]#[N:19])[CH:13]=[C:14]([CH:17]=2)[C:15]#[N:16])=[C:7]([CH2:20][CH2:21][O:22][C:23]2[CH:24]=[CH:25][C:26]([S:29]([CH3:30])=[O:31])=[CH:27][CH:28]=2)[NH:6][N:5]=1)[CH3:3]. The catalyst class is: 4. (8) Reactant: [CH3:1][O:2][C:3]1[CH:32]=[C:31]([CH2:33][C:34]([O:36][CH3:37])=[O:35])[CH:30]=[CH:29][C:4]=1[O:5][C:6]1[C:7]([N+:26]([O-])=O)=[C:8]2[C:12](=[CH:13][CH:14]=1)[N:11](C(OC(C)(C)C)=O)[C:10]([C:22]([F:25])([F:24])[F:23])=[CH:9]2. Product: [NH2:26][C:7]1[C:6]([O:5][C:4]2[CH:29]=[CH:30][C:31]([CH2:33][C:34]([O:36][CH3:37])=[O:35])=[CH:32][C:3]=2[O:2][CH3:1])=[CH:14][CH:13]=[C:12]2[C:8]=1[CH:9]=[C:10]([C:22]([F:25])([F:23])[F:24])[NH:11]2. The catalyst class is: 19. (9) Reactant: N1C2C=CC=CC=2N=N1.[CH3:10][O:11][C:12]1[CH:20]=[CH:19][CH:18]=[CH:17][C:13]=1[C:14](Cl)=[O:15].[C:21]([NH:24][C@@H:25]([CH2:29][SH:30])[C:26]([OH:28])=[O:27])(=[O:23])[CH3:22].CN1CCOCC1.C(O)(C(F)(F)F)=O. Product: [C:21]([NH:24][C@@H:25]([CH2:29][S:30][C:14](=[O:15])[C:13]1[CH:17]=[CH:18][CH:19]=[CH:20][C:12]=1[O:11][CH3:10])[C:26]([OH:28])=[O:27])(=[O:23])[CH3:22]. The catalyst class is: 1.